Task: Predict the reactants needed to synthesize the given product.. Dataset: Full USPTO retrosynthesis dataset with 1.9M reactions from patents (1976-2016) (1) The reactants are: Cl[C:2]1[CH:3]=[C:4]([N:8]2[N:12]=[N:11][C:10]([C:13]3[CH:18]=[CH:17][CH:16]=[CH:15][N:14]=3)=[N:9]2)[CH:5]=[CH:6][CH:7]=1.[NH2:19][C:20]1C=C(C=CC=1)C#N.C1C=C(C=O)N=CC=1. Given the product [N:14]1[CH:15]=[CH:16][CH:17]=[CH:18][C:13]=1[C:10]1[N:11]=[N:12][N:8]([C:4]2[CH:3]=[C:2]([CH:7]=[CH:6][CH:5]=2)[C:20]#[N:19])[N:9]=1, predict the reactants needed to synthesize it. (2) Given the product [O:26]1[CH2:27][CH2:28][O:29][CH:25]1[CH2:24][CH2:23][N:8]1[CH2:7][C@@H:6]2[CH2:12][O:13][CH2:14][CH2:15][N:5]2[C:4]2[N:3]=[C:2]([Cl:1])[N:11]=[CH:10][C:9]1=2, predict the reactants needed to synthesize it. The reactants are: [Cl:1][C:2]1[N:11]=[CH:10][C:9]2[NH:8][CH2:7][C@@H:6]3[CH2:12][O:13][CH2:14][CH2:15][N:5]3[C:4]=2[N:3]=1.CC(C)([O-])C.[Na+].Br[CH2:23][CH2:24][CH:25]1[O:29][CH2:28][CH2:27][O:26]1. (3) Given the product [F:26][C:25]([F:27])([F:28])[CH:24]([CH3:29])[O:23][C:20]1[CH:19]=[CH:18][C:17]([NH2:14])=[CH:22][CH:21]=1, predict the reactants needed to synthesize it. The reactants are: C(N1CCC2(C(=O)[N:14]([C:17]3[CH:22]=[CH:21][C:20]([O:23][CH:24]([CH3:29])[C:25]([F:28])([F:27])[F:26])=[CH:19][CH:18]=3)CC2)C(O)C1)C1C=CC=CC=1. (4) Given the product [CH:18]([NH:17][C:15]([C@H:12]1[CH2:13][CH2:14][C@@H:9]([NH:8][C:6]2[C:5]([N+:21]([O-:23])=[O:22])=[CH:4][N:3]=[C:2]([O:25][CH3:24])[CH:7]=2)[CH2:10][CH2:11]1)=[O:16])([CH3:20])[CH3:19], predict the reactants needed to synthesize it. The reactants are: Cl[C:2]1[CH:7]=[C:6]([NH:8][C@@H:9]2[CH2:14][CH2:13][C@H:12]([C:15]([NH:17][CH:18]([CH3:20])[CH3:19])=[O:16])[CH2:11][CH2:10]2)[C:5]([N+:21]([O-:23])=[O:22])=[CH:4][N:3]=1.[CH3:24][O-:25].[Na+]. (5) Given the product [CH3:16][C:6]1[C:5]([S:2]([N:17]2[CH2:21][CH2:20][CH2:19][CH2:18]2)(=[O:4])=[O:3])=[C:9]([CH3:10])[NH:8][C:7]=1[C:11]([O:13][CH2:14][CH3:15])=[O:12], predict the reactants needed to synthesize it. The reactants are: Cl[S:2]([C:5]1[C:6]([CH3:16])=[C:7]([C:11]([O:13][CH2:14][CH3:15])=[O:12])[NH:8][C:9]=1[CH3:10])(=[O:4])=[O:3].[NH:17]1[CH2:21][CH2:20][CH2:19][CH2:18]1. (6) Given the product [CH2:31]([N:33]([CH2:34][CH2:35][CH3:36])[CH2:6][CH2:7][C:8]1[O:9][C:10]2[CH:16]=[CH:15][C:14]([C:17]3[CH:22]=[CH:21][C:20]([C:23]([N:25]4[CH2:26][CH2:27][O:28][CH2:29][CH2:30]4)=[O:24])=[CH:19][N:18]=3)=[CH:13][C:11]=2[CH:12]=1)[CH3:32], predict the reactants needed to synthesize it. The reactants are: CS(O[CH2:6][CH2:7][C:8]1[O:9][C:10]2[CH:16]=[CH:15][C:14]([C:17]3[CH:22]=[CH:21][C:20]([C:23]([N:25]4[CH2:30][CH2:29][O:28][CH2:27][CH2:26]4)=[O:24])=[CH:19][N:18]=3)=[CH:13][C:11]=2[CH:12]=1)(=O)=O.[CH2:31]([NH:33][CH2:34][CH2:35][CH3:36])[CH3:32].